This data is from Catalyst prediction with 721,799 reactions and 888 catalyst types from USPTO. The task is: Predict which catalyst facilitates the given reaction. (1) Reactant: [OH:1][C:2]1[C:3]([NH2:8])=[N:4][CH:5]=[CH:6][CH:7]=1.[CH3:9][CH2:10][O:11][C:12](C)=[O:13].CCCCCC. Product: [OH:1][C:2]1[C:3]([NH:8][C:12](=[O:13])[O:11][CH2:10][CH3:9])=[N:4][CH:5]=[CH:6][CH:7]=1. The catalyst class is: 64. (2) The catalyst class is: 6. Reactant: [CH3:1][O:2][CH2:3][CH2:4][O:5][C:6]1[CH:7]=[C:8]2[C:12](=[C:13]([N:15]([CH3:24])[S:16]([C:19]3[S:20][CH:21]=[CH:22][CH:23]=3)(=[O:18])=[O:17])[CH:14]=1)[NH:11][C:10]([C:25](O)=[O:26])=[CH:9]2.Cl.C[N:30](C)CCCN=C=NCC.CN(C)C=O. Product: [CH3:1][O:2][CH2:3][CH2:4][O:5][C:6]1[CH:7]=[C:8]2[C:12](=[C:13]([N:15]([CH3:24])[S:16]([C:19]3[S:20][CH:21]=[CH:22][CH:23]=3)(=[O:17])=[O:18])[CH:14]=1)[NH:11][C:10]([C:25]([NH2:30])=[O:26])=[CH:9]2. (3) Reactant: [C:1]([O:5][C:6](=[O:20])[NH:7][CH2:8][CH2:9][N:10]1[C:18]2[C:17](Cl)=[N:16][CH:15]=[N:14][C:13]=2[CH:12]=[CH:11]1)([CH3:4])([CH3:3])[CH3:2].[Cl:21][C:22]1[CH:23]=[C:24]([CH:26]=[CH:27][C:28]=1[O:29][C:30]1[CH:35]=[CH:34][CH:33]=[C:32]([C:36]([F:42])([F:41])[C:37]([CH3:40])([CH3:39])[CH3:38])[CH:31]=1)[NH2:25]. Product: [C:1]([O:5][C:6](=[O:20])[NH:7][CH2:8][CH2:9][N:10]1[C:18]2[C:17]([NH:25][C:24]3[CH:26]=[CH:27][C:28]([O:29][C:30]4[CH:35]=[CH:34][CH:33]=[C:32]([C:36]([F:41])([F:42])[C:37]([CH3:38])([CH3:39])[CH3:40])[CH:31]=4)=[C:22]([Cl:21])[CH:23]=3)=[N:16][CH:15]=[N:14][C:13]=2[CH:12]=[CH:11]1)([CH3:4])([CH3:3])[CH3:2]. The catalyst class is: 32. (4) Reactant: [C:1]([O:4][CH2:5][C:6]1[C:11]([CH2:12][NH:13]C(OC(C)(C)C)=O)=[C:10]([CH3:21])[CH:9]=[C:8]([NH:22]C(OC(C)(C)C)=O)[N:7]=1)(=[O:3])[CH3:2]. Product: [C:1]([O:4][CH2:5][C:6]1[C:11]([CH2:12][NH2:13])=[C:10]([CH3:21])[CH:9]=[C:8]([NH2:22])[N:7]=1)(=[O:3])[CH3:2]. The catalyst class is: 157.